This data is from Forward reaction prediction with 1.9M reactions from USPTO patents (1976-2016). The task is: Predict the product of the given reaction. (1) Given the reactants [NH2:1][CH:2]([C:6]([NH2:8])=[O:7])[C:3]([NH2:5])=[O:4].[C:9](O)(=O)C(O)=[O:11].C(OCC)(OCC)OCC.[ClH:25], predict the reaction product. The product is: [OH2:4].[OH2:11].[ClH:25].[OH:4][C:3]1[NH:5][CH:9]=[N:1][C:2]=1[C:6]([NH2:8])=[O:7]. (2) Given the reactants C[O:2][C:3]1[CH:4]=[C:5]([NH:11][C:12]([NH:14][CH2:15][CH2:16][C:17]2[CH:22]=[CH:21][CH:20]=[CH:19][CH:18]=2)=[S:13])[CH:6]=[CH:7][C:8]=1[O:9]C, predict the reaction product. The product is: [OH:2][C:3]1[CH:4]=[C:5]([NH:11][C:12]([NH:14][CH2:15][CH2:16][C:17]2[CH:22]=[CH:21][CH:20]=[CH:19][CH:18]=2)=[S:13])[CH:6]=[CH:7][C:8]=1[OH:9]. (3) Given the reactants Cl.[CH:2]1([N:8]2[CH2:12][CH2:11][C:10]3([CH2:17][CH2:16][CH2:15][NH:14][CH2:13]3)[C:9]2=[O:18])[CH2:7][CH2:6][CH2:5][CH2:4][CH2:3]1.Br[C:20]1[CH:25]=[CH:24][CH:23]=[CH:22][C:21]=1[F:26].CC(C)([O-])C.[Na+], predict the reaction product. The product is: [CH:2]1([N:8]2[CH2:12][CH2:11][C:10]3([CH2:17][CH2:16][CH2:15][N:14]([C:20]4[CH:25]=[CH:24][CH:23]=[CH:22][C:21]=4[F:26])[CH2:13]3)[C:9]2=[O:18])[CH2:3][CH2:4][CH2:5][CH2:6][CH2:7]1. (4) Given the reactants [Cl:1][C:2]1[N:7]=[C:6](Cl)[C:5]([N+:9]([O-:11])=[O:10])=[CH:4][N:3]=1.[NH2:12][C:13]1[CH:18]=[CH:17][CH:16]=[CH:15][C:14]=1[S:19]([NH:22][CH3:23])(=[O:21])=[O:20], predict the reaction product. The product is: [Cl:1][C:2]1[N:7]=[C:6]([NH:12][C:13]2[CH:18]=[CH:17][CH:16]=[CH:15][C:14]=2[S:19]([NH:22][CH3:23])(=[O:21])=[O:20])[C:5]([N+:9]([O-:11])=[O:10])=[CH:4][N:3]=1. (5) Given the reactants [NH:1]1[CH2:5][CH2:4][CH2:3][CH:2]1[CH2:6][OH:7].[C:8](O[C:8]([O:10][C:11]([CH3:14])([CH3:13])[CH3:12])=[O:9])([O:10][C:11]([CH3:14])([CH3:13])[CH3:12])=[O:9].C(N(CC)CC)C, predict the reaction product. The product is: [OH:7][CH2:6][CH:2]1[CH2:3][CH2:4][CH2:5][N:1]1[C:8]([O:10][C:11]([CH3:14])([CH3:13])[CH3:12])=[O:9].